From a dataset of Reaction yield outcomes from USPTO patents with 853,638 reactions. Predict the reaction yield, written as a fraction of the theoretical maximum amount of product (1.0 means a 100% yield; for example, 0.34 means a 34% yield). (1) The yield is 0.730. The reactants are [CH:1]1([C:6]([OH:8])=O)[CH2:5][CH:4]=[CH:3][CH2:2]1.CN(C=O)C.[C:14](Cl)(=[O:18])[C:15](Cl)=O.[CH2:20](N(CC)CC)[CH3:21]. The catalyst is C(Cl)Cl. The product is [CH2:20]([O:8][C:6]1[C:1]2([CH2:2][CH:3]=[CH:4][CH2:5]2)[C:14](=[O:18])[CH:15]=1)[CH3:21]. (2) The reactants are [CH:1]1([C:4]2[N:9]=[C:8]([CH2:10][N:11]3[C:19]4[CH:18]=[CH:17][C:16]([F:20])=[C:15](C(O)=O)[C:14]=4[C:13]([CH3:24])=[N:12]3)[CH:7]=[CH:6][CH:5]=2)[CH2:3][CH2:2]1.C1(P([N:39]=[N+]=[N-])(C2C=CC=CC=2)=O)C=CC=CC=1. The catalyst is CN(C=O)C.O. The product is [CH:1]1([C:4]2[N:9]=[C:8]([CH2:10][N:11]3[C:19]4[CH:18]=[CH:17][C:16]([F:20])=[C:15]([NH2:39])[C:14]=4[C:13]([CH3:24])=[N:12]3)[CH:7]=[CH:6][CH:5]=2)[CH2:3][CH2:2]1. The yield is 0.570. (3) The reactants are Cl[C:2]1[C:7]([N+:8]([O-:10])=[O:9])=[CH:6][CH:5]=[CH:4][C:3]=1[CH3:11].[NH2:12][CH2:13][CH2:14][N:15]1[CH2:20][CH2:19][O:18][CH2:17][CH2:16]1.C(N(CC)CC)C. No catalyst specified. The product is [CH3:11][C:3]1[CH:4]=[CH:5][CH:6]=[C:7]([N+:8]([O-:10])=[O:9])[C:2]=1[NH:12][CH2:13][CH2:14][N:15]1[CH2:20][CH2:19][O:18][CH2:17][CH2:16]1. The yield is 0.590. (4) The reactants are Cl[C:2]1[N:7]=[CH:6][C:5]([C:8](=[O:10])[CH3:9])=[CH:4][CH:3]=1.[CH3:11][C:12]1[N:13]=[CH:14][NH:15][CH:16]=1.C([O-])([O-])=O.[K+].[K+]. The catalyst is CS(C)=O. The product is [CH3:11][C:12]1[N:13]=[CH:14][N:15]([C:2]2[N:7]=[CH:6][C:5]([C:8](=[O:10])[CH3:9])=[CH:4][CH:3]=2)[CH:16]=1. The yield is 0.670. (5) The reactants are [CH2:1]([O:8][C:9]([NH:11][CH2:12][CH:13]([OH:26])[CH2:14][NH:15][C:16]([O:18][CH2:19][C:20]1[CH:25]=[CH:24][CH:23]=[CH:22][CH:21]=1)=[O:17])=[O:10])[C:2]1[CH:7]=[CH:6][CH:5]=[CH:4][CH:3]=1.C(Cl)CCl.CS(C)=O.FC(F)(F)C([O-])=O.[NH+]1C=CC=CC=1. The catalyst is ClCCl. The product is [CH2:19]([O:18][C:16]([NH:15][CH2:14][C:13](=[O:26])[CH2:12][NH:11][C:9]([O:8][CH2:1][C:2]1[CH:3]=[CH:4][CH:5]=[CH:6][CH:7]=1)=[O:10])=[O:17])[C:20]1[CH:21]=[CH:22][CH:23]=[CH:24][CH:25]=1. The yield is 0.740. (6) The product is [CH2:1]([N:8]1[CH2:13][CH2:12][C:11]([CH2:14][OH:15])([CH2:19][C:20]2[CH:25]=[CH:24][CH:23]=[CH:22][C:21]=2[F:26])[CH2:10][CH2:9]1)[C:2]1[CH:3]=[CH:4][CH:5]=[CH:6][CH:7]=1. The catalyst is C(OCC)C. The reactants are [CH2:1]([N:8]1[CH2:13][CH2:12][C:11]([CH2:19][C:20]2[CH:25]=[CH:24][CH:23]=[CH:22][C:21]=2[F:26])([C:14](OCC)=[O:15])[CH2:10][CH2:9]1)[C:2]1[CH:7]=[CH:6][CH:5]=[CH:4][CH:3]=1.[H-].[Al+3].[Li+].[H-].[H-].[H-]. The yield is 0.610.